This data is from Full USPTO retrosynthesis dataset with 1.9M reactions from patents (1976-2016). The task is: Predict the reactants needed to synthesize the given product. (1) Given the product [OH:28][C:29]1[CH:36]=[CH:35][C:32](/[CH:33]=[CH:1]/[C:2]2[N:11]([C:12]3[CH:17]=[CH:16][C:15]([C:18]#[C:19][C:20]4[CH:25]=[CH:24][CH:23]=[CH:22][CH:21]=4)=[CH:14][C:13]=3[CH3:26])[C:10](=[O:27])[C:9]3[C:4](=[CH:5][CH:6]=[CH:7][CH:8]=3)[N:3]=2)=[CH:31][CH:30]=1, predict the reactants needed to synthesize it. The reactants are: [CH3:1][C:2]1[N:11]([C:12]2[CH:17]=[CH:16][C:15]([C:18]#[C:19][C:20]3[CH:25]=[CH:24][CH:23]=[CH:22][CH:21]=3)=[CH:14][C:13]=2[CH3:26])[C:10](=[O:27])[C:9]2[C:4](=[CH:5][CH:6]=[CH:7][CH:8]=2)[N:3]=1.[OH:28][C:29]1[CH:36]=[CH:35][C:32]([CH:33]=O)=[CH:31][CH:30]=1. (2) Given the product [C:3]([O:7][C:8]([N:10]1[CH2:15][CH2:14][N:13]([C:16]([O:18][C:19]([CH3:22])([CH3:21])[CH3:20])=[O:17])[CH2:12][CH:11]1[CH2:23][CH2:24][O:25][CH3:26])=[O:9])([CH3:6])([CH3:5])[CH3:4], predict the reactants needed to synthesize it. The reactants are: [H-].[Na+].[C:3]([O:7][C:8]([N:10]1[CH2:15][CH2:14][N:13]([C:16]([O:18][C:19]([CH3:22])([CH3:21])[CH3:20])=[O:17])[CH2:12][C@@H:11]1[CH2:23][CH2:24][OH:25])=[O:9])([CH3:6])([CH3:5])[CH3:4].[CH3:26]I. (3) Given the product [C:1]([O:5][C:6]([N:8]1[CH2:15][CH:14]2[N:16]([C:17]([O:19][C:20]([CH3:21])([CH3:22])[CH3:23])=[O:18])[CH:10]([CH2:11][C:12]([C:27]3[S:31][C:30]([CH2:32][CH2:33][CH2:34][O:35][Si:36]([C:39]([CH3:41])([CH3:40])[CH3:42])([CH3:38])[CH3:37])=[N:29][CH:28]=3)=[C:13]2[C:24](=[O:25])[N:77]([CH:74]2[CH2:76][CH2:75]2)[CH2:78][C:79]2[CH:84]=[CH:83][CH:82]=[C:81]([O:85][CH3:86])[C:80]=2[CH3:87])[CH2:9]1)=[O:7])([CH3:4])([CH3:2])[CH3:3], predict the reactants needed to synthesize it. The reactants are: [C:1]([O:5][C:6]([N:8]1[CH2:15][CH:14]2[N:16]([C:17]([O:19][C:20]([CH3:23])([CH3:22])[CH3:21])=[O:18])[CH:10]([CH2:11][C:12]([C:27]3[S:31][C:30]([CH2:32][CH2:33][CH2:34][O:35][Si:36]([C:39]([CH3:42])([CH3:41])[CH3:40])([CH3:38])[CH3:37])=[N:29][CH:28]=3)=[C:13]2[C:24](O)=[O:25])[CH2:9]1)=[O:7])([CH3:4])([CH3:3])[CH3:2].CCN=C=NCCCN(C)C.Cl.C1C=CC2N(O)N=NC=2C=1.CCN(C(C)C)C(C)C.[CH:74]1([NH:77][CH2:78][C:79]2[CH:84]=[CH:83][CH:82]=[C:81]([O:85][CH3:86])[C:80]=2[CH3:87])[CH2:76][CH2:75]1. (4) Given the product [Cl:1][C:2]1[C:3]([CH:8]([NH:22][C:26]([CH:23]2[CH2:25][CH2:24]2)=[O:27])[C:9]2[CH:10]=[CH:11][C:12]([O:15][C:16]3[CH:21]=[CH:20][CH:19]=[CH:18][CH:17]=3)=[CH:13][CH:14]=2)=[N:4][CH:5]=[CH:6][N:7]=1, predict the reactants needed to synthesize it. The reactants are: [Cl:1][C:2]1[C:3]([CH:8]([NH2:22])[C:9]2[CH:14]=[CH:13][C:12]([O:15][C:16]3[CH:21]=[CH:20][CH:19]=[CH:18][CH:17]=3)=[CH:11][CH:10]=2)=[N:4][CH:5]=[CH:6][N:7]=1.[CH:23]1([C:26](O)=[O:27])[CH2:25][CH2:24]1.CCN(C(C)C)C(C)C.CN(C(ON1N=NC2C=CC=CC1=2)=[N+](C)C)C.[B-](F)(F)(F)F.CN(C=O)C. (5) Given the product [N:10]1[C:9]2[C:4](=[N:5][CH:6]=[CH:7][CH:8]=2)[S:3][C:2]=1[O:19][C:16]1[CH:17]=[CH:18][C:13]([CH2:12][OH:11])=[CH:14][CH:15]=1, predict the reactants needed to synthesize it. The reactants are: Cl[C:2]1[S:3][C:4]2[C:9]([N:10]=1)=[CH:8][CH:7]=[CH:6][N:5]=2.[OH:11][CH2:12][C:13]1[CH:18]=[CH:17][C:16]([OH:19])=[CH:15][CH:14]=1.C([O-])([O-])=O.[Cs+].[Cs+].